The task is: Predict the reaction yield, written as a fraction of the theoretical maximum amount of product (1.0 means a 100% yield; for example, 0.34 means a 34% yield).. This data is from Reaction yield outcomes from USPTO patents with 853,638 reactions. The reactants are [C:1]([O:5][C:6](=[O:41])[NH:7][C@H:8]1[CH2:16][O:15][CH2:14][C@H:13]([CH2:17][C:18]2[C:27]3[C:22](=[CH:23][CH:24]=[CH:25][CH:26]=3)[CH:21]=[CH:20][CH:19]=2)[C@@H:12]([O:28][Si:29]([CH:36]([CH3:38])[CH3:37])([CH:33]([CH3:35])[CH3:34])[CH:30]([CH3:32])[CH3:31])[C@H:11]([CH3:39])[O:10][C:9]1=[O:40])([CH3:4])([CH3:3])[CH3:2].[C:42](O[C:42]([O:44][C:45]([CH3:48])([CH3:47])[CH3:46])=[O:43])([O:44][C:45]([CH3:48])([CH3:47])[CH3:46])=[O:43]. The catalyst is CN(C1C=CN=CC=1)C.CC#N. The product is [C:1]([O:5][C:6]([N:7]([C@H:8]1[CH2:16][O:15][CH2:14][C@H:13]([CH2:17][C:18]2[C:27]3[C:22](=[CH:23][CH:24]=[CH:25][CH:26]=3)[CH:21]=[CH:20][CH:19]=2)[C@@H:12]([O:28][Si:29]([CH:30]([CH3:31])[CH3:32])([CH:33]([CH3:34])[CH3:35])[CH:36]([CH3:38])[CH3:37])[C@H:11]([CH3:39])[O:10][C:9]1=[O:40])[C:42](=[O:43])[O:44][C:45]([CH3:48])([CH3:47])[CH3:46])=[O:41])([CH3:4])([CH3:3])[CH3:2]. The yield is 0.870.